From a dataset of Reaction yield outcomes from USPTO patents with 853,638 reactions. Predict the reaction yield, written as a fraction of the theoretical maximum amount of product (1.0 means a 100% yield; for example, 0.34 means a 34% yield). (1) The reactants are [N:1]([C@@H:4]1[CH2:8][N:7]([C:9]([O:11][C:12]([CH3:15])([CH3:14])[CH3:13])=[O:10])[C@H:6]([CH3:16])[CH2:5]1)=[N+]=[N-].[CH:17]1([S:20](Cl)(=[O:22])=[O:21])[CH2:19][CH2:18]1.C([O-])(O)=O.[Na+]. The catalyst is CCO.[OH-].[OH-].[Pd+2]. The product is [CH:17]1([S:20]([NH:1][C@@H:4]2[CH2:8][N:7]([C:9]([O:11][C:12]([CH3:15])([CH3:14])[CH3:13])=[O:10])[C@H:6]([CH3:16])[CH2:5]2)(=[O:22])=[O:21])[CH2:19][CH2:18]1. The yield is 0.480. (2) The reactants are [Br:1][C:2]1[C:3]([F:10])=[C:4]([CH:7]=[CH:8][CH:9]=1)[CH:5]=[O:6].[F:11][C:12]1[CH:17]=[CH:16][C:15]([Mg]Br)=[C:14]([O:20][CH3:21])[CH:13]=1. The catalyst is C1COCC1.C(Cl)Cl. The product is [Br:1][C:2]1[C:3]([F:10])=[C:4]([CH:5]([C:15]2[CH:16]=[CH:17][C:12]([F:11])=[CH:13][C:14]=2[O:20][CH3:21])[OH:6])[CH:7]=[CH:8][CH:9]=1. The yield is 0.820. (3) The reactants are [N+](C1[CH:9]=[CH:8][C:7]([O:10][C:11](=[O:24])[NH:12][C:13]2[CH:14]=[N:15][C:16]([O:19][CH:20]3[CH2:23][CH2:22][CH2:21]3)=[CH:17][CH:18]=2)=[CH:6]C=1)([O-])=O.[N:25]1[C:30]2[CH:31]=[CH:32][S:33][C:29]=2[C:28]([N:34]2CCC(O)C2)=[N:27][CH:26]=1.CCN(C(C)C)C(C)C. The catalyst is CS(C)=O. The product is [N:25]1[C:30]2[CH:31]=[CH:32][S:33][C:29]=2[C:28]([N:34]2[CH2:9][CH2:8][CH:7]([O:10][C:11](=[O:24])[NH:12][C:13]3[CH:14]=[N:15][C:16]([O:19][CH:20]4[CH2:21][CH2:22][CH2:23]4)=[CH:17][CH:18]=3)[CH2:6]2)=[N:27][CH:26]=1. The yield is 0.280.